The task is: Predict the product of the given reaction.. This data is from Forward reaction prediction with 1.9M reactions from USPTO patents (1976-2016). (1) Given the reactants [CH:1]1[C:6]2[C:7]3[C:16]([C:17]4[C:22]([C:5]=2[CH:4]=[CH:3][CH:2]=1)=[CH:21][CH:20]=[CH:19][CH:18]=4)=[CH:15][C:14](B(O)O)=[C:13]1[C:8]=3[CH:9]=[CH:10][CH:11]=[CH:12]1.[Br:26][C:27]1[CH:28]=[C:29](I)[CH:30]=[CH:31][CH:32]=1.C1(C)C=CC=CC=1.C(=O)([O-])[O-].[Na+].[Na+], predict the reaction product. The product is: [Br:26][C:27]1[CH:28]=[C:29]([C:14]2[CH:15]=[C:16]3[C:7](=[C:8]4[C:13]=2[CH:12]=[CH:11][CH:10]=[CH:9]4)[C:6]2[CH:1]=[CH:2][CH:3]=[CH:4][C:5]=2[C:22]2[C:17]3=[CH:18][CH:19]=[CH:20][CH:21]=2)[CH:30]=[CH:31][CH:32]=1. (2) Given the reactants [OH:1][C:2]1[CH:7]=[CH:6][C:5]([C:8]2[CH:9]=[C:10]([C:26]([OH:28])=[O:27])[C:11]3[CH:16]=[N:15][N:14](CC4C=CC(OC)=CC=4)[C:12]=3[N:13]=2)=[CH:4][CH:3]=1.O, predict the reaction product. The product is: [OH:1][C:2]1[CH:7]=[CH:6][C:5]([C:8]2[CH:9]=[C:10]([C:26]([OH:28])=[O:27])[C:11]3[CH:16]=[N:15][NH:14][C:12]=3[N:13]=2)=[CH:4][CH:3]=1.